Dataset: Catalyst prediction with 721,799 reactions and 888 catalyst types from USPTO. Task: Predict which catalyst facilitates the given reaction. (1) Reactant: [CH3:1][N:2]1[CH2:14][CH2:13][C:5]2[NH:6][C:7]3[CH:8]=[CH:9][CH:10]=[CH:11][C:12]=3[C:4]=2[CH2:3]1.[CH3:15][C:16]1[CH:23]=[CH:22][C:19]([CH:20]=[CH2:21])=[CH:18][CH:17]=1.[H-].[Na+]. Product: [CH3:1][N:2]1[CH2:14][CH2:13][C:5]2[N:6]([CH2:21][CH2:20][C:19]3[CH:22]=[CH:23][C:16]([CH3:15])=[CH:17][CH:18]=3)[C:7]3[CH:8]=[CH:9][CH:10]=[CH:11][C:12]=3[C:4]=2[CH2:3]1. The catalyst class is: 3. (2) Reactant: CS(C)=O.Cl[C:6]1[CH:11]=[C:10]([O:12][CH2:13][C:14]#[C:15][CH3:16])[N:9]=[CH:8][N:7]=1.C(=O)([O-])[O-].[K+].[K+].[F:23][C:24]([F:28])([F:27])[CH2:25][NH2:26]. Product: [CH2:13]([O:12][C:10]1[CH:11]=[C:6]([NH:26][CH2:25][C:24]([F:28])([F:27])[F:23])[N:7]=[CH:8][N:9]=1)[C:14]#[C:15][CH3:16]. The catalyst class is: 13. (3) Reactant: C([O:9][CH2:10][C@@H:11]1[C@@H:15]([O:16]C(=O)C2C=CC=CC=2)[C@@H:14]([O:25]C(=O)C2C=CC=CC=2)[C@H:13]([N:34]2[CH:39]=[CH:38][N:37]=[C:36]([C:40]([NH2:42])=[O:41])[C:35]2=[O:43])[O:12]1)(=O)C1C=CC=CC=1.N. Product: [OH:25][C@@H:14]1[C@H:15]([OH:16])[C@@H:11]([CH2:10][OH:9])[O:12][C@H:13]1[N:34]1[CH:39]=[CH:38][N:37]=[C:36]([C:40]([NH2:42])=[O:41])[C:35]1=[O:43]. The catalyst class is: 5. (4) Reactant: [CH3:1][O:2][C:3](=[O:19])[C:4](=[C:6]1[CH2:11][CH2:10][N:9](CC2C=CC=CC=2)[CH2:8][CH2:7]1)[CH3:5].[CH3:32][C:31]([O:30][C:28](O[C:28]([O:30][C:31]([CH3:34])([CH3:33])[CH3:32])=[O:29])=[O:29])([CH3:34])[CH3:33]. Product: [C:31]([O:30][C:28]([N:9]1[CH2:10][CH2:11][CH:6]([CH:4]([C:3]([O:2][CH3:1])=[O:19])[CH3:5])[CH2:7][CH2:8]1)=[O:29])([CH3:32])([CH3:33])[CH3:34]. The catalyst class is: 50. (5) Reactant: [C:1]([O:11][C:12]([C:15]([CH2:18][CH2:19]I)([F:17])[F:16])([F:14])[F:13])([C:4]([C:7]([F:10])([F:9])[F:8])([F:6])[F:5])([F:3])[F:2].CNC=[O:24].O. Product: [C:1]([O:11][C:12]([C:15]([CH2:18][CH2:19][OH:24])([F:17])[F:16])([F:14])[F:13])([C:4]([C:7]([F:10])([F:9])[F:8])([F:6])[F:5])([F:3])[F:2]. The catalyst class is: 28. (6) The catalyst class is: 37. Reactant: [Cl:1][C:2]1[CH:10]=[CH:9][C:8]2[NH:7][C:6]3[CH2:11][CH2:12][N:13]([CH3:15])[CH2:14][C:5]=3[C:4]=2[CH:3]=1.[OH-].[K+].Br[CH2:19][C:20]([C:22]1[CH:27]=[CH:26][C:25]([Cl:28])=[CH:24][CH:23]=1)=[O:21].O. Product: [Cl:1][C:2]1[CH:10]=[CH:9][C:8]2[N:7]([CH2:19][C:20]([C:22]3[CH:27]=[CH:26][C:25]([Cl:28])=[CH:24][CH:23]=3)=[O:21])[C:6]3[CH2:11][CH2:12][N:13]([CH3:15])[CH2:14][C:5]=3[C:4]=2[CH:3]=1. (7) Reactant: [CH3:1][C@:2]1([CH2:56][O:57]C(=O)C2C=CC=CC=2)[O:28][C@@H:6]([O:7][C:8]2[CH:13]=[C:12]([CH2:14][O:15]C(=O)C)[CH:11]=[CH:10][C:9]=2[CH2:19][C:20]2[CH:25]=[CH:24][C:23]([CH2:26][CH3:27])=[CH:22][CH:21]=2)[C@H:5]([O:29]C(=O)C2C=CC=CC=2)[C@@H:4]([O:38]C(=O)C2C=CC=CC=2)[C@@H:3]1[O:47]C(=O)C1C=CC=CC=1.C(=O)([O-])[O-].[K+].[K+].CO.COC[C@H]1O[C@@H](OC2C=C(CO)C=CC=2CC2C=CC(CC)=CC=2)[C@H](O)[C@@H](O)[C@@H]1O. Product: [CH3:1][C@:2]1([CH2:56][OH:57])[O:28][C@@H:6]([O:7][C:8]2[CH:13]=[C:12]([CH2:14][OH:15])[CH:11]=[CH:10][C:9]=2[CH2:19][C:20]2[CH:21]=[CH:22][C:23]([CH2:26][CH3:27])=[CH:24][CH:25]=2)[C@H:5]([OH:29])[C@@H:4]([OH:38])[C@@H:3]1[OH:47]. The catalyst class is: 2. (8) Product: [CH2:20]([O:1][C@H:2]1[CH2:6][CH2:5][CH2:4][C@H:3]1[C:7]([O:9][CH2:10][CH3:11])=[O:8])[C:19]1[CH:28]=[CH:29][CH:30]=[CH:17][CH:18]=1. Reactant: [OH:1][C@H:2]1[CH2:6][CH2:5][CH2:4][C@H:3]1[C:7]([O:9][CH2:10][CH3:11])=[O:8].C(Cl)(Cl)Cl.Cl[C:17]1[CH:18]=[C:19]([CH:28]=[CH:29][C:30]=1Cl)[CH2:20]N=C([O-])C(Cl)(Cl)Cl.FC(F)(F)S(O)(=O)=O. The catalyst class is: 81. (9) Reactant: [H-].[Na+].[C:3]([O:7][C:8]([N:10]1[CH2:15][CH2:14][CH:13]([OH:16])[CH2:12][CH2:11]1)=[O:9])([CH3:6])([CH3:5])[CH3:4].Cl[C:18]1[N:23]=[CH:22][N:21]=[C:20]2[N:24]([C:27]3[CH:32]=[CH:31][C:30]([S:33]([CH3:36])(=[O:35])=[O:34])=[CH:29][CH:28]=3)[N:25]=[CH:26][C:19]=12.ClC1C2N=CN=CC=2NN=1. Product: [C:3]([O:7][C:8]([N:10]1[CH2:15][CH2:14][CH:13]([O:16][C:18]2[N:23]=[CH:22][N:21]=[C:20]3[N:24]([C:27]4[CH:28]=[CH:29][C:30]([S:33]([CH3:36])(=[O:34])=[O:35])=[CH:31][CH:32]=4)[N:25]=[CH:26][C:19]=23)[CH2:12][CH2:11]1)=[O:9])([CH3:6])([CH3:4])[CH3:5]. The catalyst class is: 1. (10) Reactant: [F:1][C:2]1[CH:7]=[CH:6][CH:5]=[C:4]([F:8])[C:3]=1[N:9]1[C:14]2[N:15]=[C:16]([O:27][CH2:28][CH2:29][NH2:30])[N:17]=[C:18]([C:19]3[CH:24]=[CH:23][C:22]([F:25])=[CH:21][C:20]=3[CH3:26])[C:13]=2[CH:12]=[CH:11][C:10]1=[O:31].C(N(CC)CC)C.[C:39](OC(=O)C)(=[O:41])[CH3:40]. The catalyst class is: 2. Product: [F:1][C:2]1[CH:7]=[CH:6][CH:5]=[C:4]([F:8])[C:3]=1[N:9]1[C:14]2[N:15]=[C:16]([O:27][CH2:28][CH2:29][NH:30][C:39](=[O:41])[CH3:40])[N:17]=[C:18]([C:19]3[CH:24]=[CH:23][C:22]([F:25])=[CH:21][C:20]=3[CH3:26])[C:13]=2[CH:12]=[CH:11][C:10]1=[O:31].